Task: Predict which catalyst facilitates the given reaction.. Dataset: Catalyst prediction with 721,799 reactions and 888 catalyst types from USPTO (1) Reactant: [CH2:1]([O:3][C:4]([CH:6]1[CH2:8][CH:7]1[C:9]1[CH:10]=[C:11]2[CH:17]=[CH:16][N:15](S(C3C=CC(C)=CC=3)(=O)=O)[C:12]2=[N:13][CH:14]=1)=[O:5])[CH3:2].[O-]CC.[Na+].[Cl-].[NH4+]. Product: [CH2:1]([O:3][C:4]([CH:6]1[CH2:8][CH:7]1[C:9]1[CH:10]=[C:11]2[CH:17]=[CH:16][NH:15][C:12]2=[N:13][CH:14]=1)=[O:5])[CH3:2]. The catalyst class is: 8. (2) Reactant: [Br:1][C:2]1[CH:3]=[CH:4][C:5]([O:24][C:25]2[CH:30]=[C:29]([CH3:31])[CH:28]=[C:27]([CH3:32])[CH:26]=2)=[C:6]([S:8]([N:11]2[CH2:16][CH2:15][N:14](C(OC(C)(C)C)=O)[CH2:13][CH2:12]2)(=[O:10])=[O:9])[CH:7]=1.[ClH:33].O1CCOCC1. Product: [ClH:33].[Br:1][C:2]1[CH:3]=[CH:4][C:5]([O:24][C:25]2[CH:26]=[C:27]([CH3:32])[CH:28]=[C:29]([CH3:31])[CH:30]=2)=[C:6]([S:8]([N:11]2[CH2:16][CH2:15][NH:14][CH2:13][CH2:12]2)(=[O:10])=[O:9])[CH:7]=1. The catalyst class is: 2.